Dataset: NCI-60 drug combinations with 297,098 pairs across 59 cell lines. Task: Regression. Given two drug SMILES strings and cell line genomic features, predict the synergy score measuring deviation from expected non-interaction effect. (1) Drug 1: CC1=C(C=C(C=C1)NC2=NC=CC(=N2)N(C)C3=CC4=NN(C(=C4C=C3)C)C)S(=O)(=O)N.Cl. Drug 2: CCC1(CC2CC(C3=C(CCN(C2)C1)C4=CC=CC=C4N3)(C5=C(C=C6C(=C5)C78CCN9C7C(C=CC9)(C(C(C8N6C=O)(C(=O)OC)O)OC(=O)C)CC)OC)C(=O)OC)O.OS(=O)(=O)O. Cell line: A498. Synergy scores: CSS=12.9, Synergy_ZIP=4.44, Synergy_Bliss=10.7, Synergy_Loewe=-2.76, Synergy_HSA=7.11. (2) Drug 1: C1CN1C2=NC(=NC(=N2)N3CC3)N4CC4. Drug 2: C(=O)(N)NO. Cell line: IGROV1. Synergy scores: CSS=14.8, Synergy_ZIP=0.259, Synergy_Bliss=4.15, Synergy_Loewe=-6.55, Synergy_HSA=0.364. (3) Drug 1: CC(CN1CC(=O)NC(=O)C1)N2CC(=O)NC(=O)C2. Drug 2: C1C(C(OC1N2C=NC(=NC2=O)N)CO)O. Cell line: NCIH23. Synergy scores: CSS=20.0, Synergy_ZIP=-0.788, Synergy_Bliss=7.91, Synergy_Loewe=4.08, Synergy_HSA=7.67.